Dataset: Forward reaction prediction with 1.9M reactions from USPTO patents (1976-2016). Task: Predict the product of the given reaction. (1) Given the reactants [OH:1][CH2:2][C:3]([NH:6][C:7]([C:9]1[C:10]2[CH2:11][C@@H:12]3[CH2:24][C@@H:13]3[C:14]=2[N:15]([C:17]2[CH:22]=[CH:21][C:20](Br)=[CH:19][N:18]=2)[N:16]=1)=[O:8])([CH3:5])[CH3:4].[NH:25]1[CH2:30][CH2:29][O:28][CH2:27][CH2:26]1.C1C=CC(P(C2C(C3C(P(C4C=CC=CC=4)C4C=CC=CC=4)=CC=C4C=3C=CC=C4)=C3C(C=CC=C3)=CC=2)C2C=CC=CC=2)=CC=1.CC(C)([O-])C.[Na+], predict the reaction product. The product is: [OH:1][CH2:2][C:3]([NH:6][C:7]([C:9]1[C:10]2[CH2:11][C@@H:12]3[CH2:24][C@@H:13]3[C:14]=2[N:15]([C:17]2[CH:22]=[CH:21][C:20]([N:25]3[CH2:30][CH2:29][O:28][CH2:27][CH2:26]3)=[CH:19][N:18]=2)[N:16]=1)=[O:8])([CH3:5])[CH3:4]. (2) Given the reactants [OH:1][C@@H:2]1[CH2:5][C@H:4]([NH:6][C:7]([C:9]2[C:17]3[C:12](=[N:13][CH:14]=[C:15]([C:18]4[C:26]5[C:21](=[CH:22][C:23]([F:27])=[CH:24][CH:25]=5)[N:20]([CH3:28])[N:19]=4)[N:16]=3)[N:11](COCC[Si](C)(C)C)[CH:10]=2)=[O:8])[CH2:3]1.FC(F)(F)C(O)=O.C(N)CN, predict the reaction product. The product is: [OH:1][C@@H:2]1[CH2:3][C@H:4]([NH:6][C:7]([C:9]2[C:17]3[C:12](=[N:13][CH:14]=[C:15]([C:18]4[C:26]5[C:21](=[CH:22][C:23]([F:27])=[CH:24][CH:25]=5)[N:20]([CH3:28])[N:19]=4)[N:16]=3)[NH:11][CH:10]=2)=[O:8])[CH2:5]1. (3) The product is: [CH:21]([N:24]1[CH2:29][CH2:28][CH:27]([O:20][C:17]2[CH:16]=[CH:15][C:14]([C:8]3([CH2:7][N:1]4[CH2:2][CH2:3][O:4][CH2:5][CH2:6]4)[CH2:13][CH2:12][O:11][CH2:10][CH2:9]3)=[CH:19][CH:18]=2)[CH2:26][CH2:25]1)([CH3:23])[CH3:22]. Given the reactants [N:1]1([CH2:7][C:8]2([C:14]3[CH:19]=[CH:18][C:17]([OH:20])=[CH:16][CH:15]=3)[CH2:13][CH2:12][O:11][CH2:10][CH2:9]2)[CH2:6][CH2:5][O:4][CH2:3][CH2:2]1.[CH:21]([N:24]1[CH2:29][CH2:28][CH:27](O)[CH2:26][CH2:25]1)([CH3:23])[CH3:22].C1C=CC(P(C2C=CC=CC=2)C2C=CC=CC=2)=CC=1.CC(OC(/N=N/C(OC(C)C)=O)=O)C, predict the reaction product. (4) Given the reactants [C:1]([C:3]1[CH:42]=[CH:41][C:6]([CH2:7][N:8]([CH2:33][C:34]([O:36][C:37]([CH3:40])([CH3:39])[CH3:38])=[O:35])[C:9](=[O:32])[C:10]2[CH:15]=[CH:14][C:13]([NH:16][C:17](=[O:31])[CH2:18][C:19]3[CH:24]=[CH:23][C:22]([O:25][CH3:26])=[CH:21][C:20]=3[C:27]([F:30])([F:29])[F:28])=[CH:12][CH:11]=2)=[CH:5][CH:4]=1)#[N:2].C(N(CC)CC)C.Cl.[NH2:51][OH:52], predict the reaction product. The product is: [OH:52][NH:51][C:1]([C:3]1[CH:42]=[CH:41][C:6]([CH2:7][N:8]([CH2:33][C:34]([O:36][C:37]([CH3:38])([CH3:40])[CH3:39])=[O:35])[C:9](=[O:32])[C:10]2[CH:11]=[CH:12][C:13]([NH:16][C:17](=[O:31])[CH2:18][C:19]3[CH:24]=[CH:23][C:22]([O:25][CH3:26])=[CH:21][C:20]=3[C:27]([F:29])([F:28])[F:30])=[CH:14][CH:15]=2)=[CH:5][CH:4]=1)=[NH:2]. (5) Given the reactants CN(C)[C:3]1[C:4]([NH:14][S:15]([C:18]2[S:19][C:20]([C:23]3[CH:28]=[CH:27][C:26]([Cl:29])=[CH:25][CH:24]=3)=[CH:21][CH:22]=2)(=[O:17])=[O:16])=[CH:5][C:6]2[CH2:12][CH2:11][NH:10][CH2:9][CH2:8][C:7]=2[CH:13]=1.[CH2:31]([N:33](CC)[CH2:34]C)C.C=O.[C:40](O[BH-](OC(=O)C)OC(=O)C)(=O)C.[Na+], predict the reaction product. The product is: [CH3:31][N:33]([C:8]1([CH3:40])[C:7]2[CH:13]=[CH:3][C:4]([NH:14][S:15]([C:18]3[S:19][C:20]([C:23]4[CH:28]=[CH:27][C:26]([Cl:29])=[CH:25][CH:24]=4)=[CH:21][CH:22]=3)(=[O:16])=[O:17])=[CH:5][C:6]=2[CH2:12][CH2:11][NH:10][CH2:9]1)[CH3:34]. (6) Given the reactants [Cl:1][C:2]1[CH:3]=[CH:4][C:5]([NH:8][C:9]([CH2:11][N:12]2[C:16]3[CH:17]=[CH:18][C:19]([C:21]([OH:23])=[O:22])=[CH:20][C:15]=3[N:14]=[C:13]2[C:24](=[O:35])NC2CCN(C(C)C)CC2)=[O:10])=[N:6][CH:7]=1.CNCC[OH:40], predict the reaction product. The product is: [Cl:1][C:2]1[CH:3]=[CH:4][C:5]([NH:8][C:9]([CH2:11][N:12]2[C:16]3[CH:17]=[CH:18][C:19]([C:21]([OH:23])=[O:22])=[CH:20][C:15]=3[N:14]=[C:13]2[C:24]([OH:40])=[O:35])=[O:10])=[N:6][CH:7]=1.